The task is: Predict the reaction yield, written as a fraction of the theoretical maximum amount of product (1.0 means a 100% yield; for example, 0.34 means a 34% yield).. This data is from Reaction yield outcomes from USPTO patents with 853,638 reactions. (1) The reactants are Br[C:2]1[CH:9]=[N:8][CH:7]=[C:6]([Br:10])[C:3]=1[CH:4]=O.C(=O)([O-])[O-].[Cs+].[Cs+].C1COCC1.[SH:22][CH2:23][C:24]([O:26][CH3:27])=[O:25]. The catalyst is C(OCC)(=O)C. The product is [Br:10][C:6]1[CH:7]=[N:8][CH:9]=[C:2]2[S:22][C:23]([C:24]([O:26][CH3:27])=[O:25])=[CH:4][C:3]=12. The yield is 0.730. (2) The reactants are Cl[C:2]1[N:7]=[C:6]([C:8]#[N:9])[CH:5]=[CH:4][CH:3]=1.[F:10][C:11]1[CH:12]=[C:13]([CH:22]=[C:23]([C:25]([F:28])([F:27])[F:26])[CH:24]=1)[CH2:14][N:15]1[CH2:20][CH2:19][CH:18]([NH2:21])[CH2:17][CH2:16]1.C(N(C(C)C)CC)(C)C. The catalyst is CN1CCCC1=O.ClCCl. The product is [F:10][C:11]1[CH:12]=[C:13]([CH:22]=[C:23]([C:25]([F:28])([F:26])[F:27])[CH:24]=1)[CH2:14][N:15]1[CH2:20][CH2:19][CH:18]([NH:21][C:2]2[N:7]=[C:6]([C:8]#[N:9])[CH:5]=[CH:4][CH:3]=2)[CH2:17][CH2:16]1. The yield is 0.410. (3) The reactants are [Br:1][C:2]1[CH:3]=[CH:4][C:5]([CH2:10]Br)=[C:6]([CH:9]=1)[C:7]#[N:8].[NH:12]1[CH2:17][CH2:16][O:15][CH2:14][CH2:13]1.C(N(CC)CC)C. The catalyst is CO. The product is [Br:1][C:2]1[CH:3]=[CH:4][C:5]([CH2:10][N:12]2[CH2:17][CH2:16][O:15][CH2:14][CH2:13]2)=[C:6]([CH:9]=1)[C:7]#[N:8]. The yield is 0.740. (4) The reactants are [Si:1]([O:8][C@@H:9]1[C@@:28]2([CH3:29])[C:13](=[CH:14][CH:15]=[C:16]3[C@@H:27]2[CH2:26][CH2:25][C@@:24]2([CH3:30])[C@H:17]3[CH2:18][CH:19]=[C:20]2[C@@H:21]([OH:23])[CH3:22])[CH2:12][C@@H:11]([O:31][Si:32]([C:35]([CH3:38])([CH3:37])[CH3:36])([CH3:34])[CH3:33])[CH2:10]1)([C:4]([CH3:7])([CH3:6])[CH3:5])([CH3:3])[CH3:2].[H-].[Na+].C1OCCOCCOCCOCCOC1.Br[CH2:57]/[CH:58]=[CH:59]/[C:60]([CH3:70])([O:62][Si:63]([CH2:68][CH3:69])([CH2:66][CH3:67])[CH2:64][CH3:65])[CH3:61]. The catalyst is O1CCCC1. The product is [Si:1]([O:8][C@@H:9]1[C@@:28]2([CH3:29])[C:13](=[CH:14][CH:15]=[C:16]3[C@@H:27]2[CH2:26][CH2:25][C@@:24]2([CH3:30])[C@H:17]3[CH2:18][CH:19]=[C:20]2[C@@H:21]([O:23][CH2:57]/[CH:58]=[CH:59]/[C:60]([CH3:70])([O:62][Si:63]([CH2:66][CH3:67])([CH2:68][CH3:69])[CH2:64][CH3:65])[CH3:61])[CH3:22])[CH2:12][C@@H:11]([O:31][Si:32]([C:35]([CH3:37])([CH3:36])[CH3:38])([CH3:33])[CH3:34])[CH2:10]1)([C:4]([CH3:7])([CH3:6])[CH3:5])([CH3:3])[CH3:2]. The yield is 0.990. (5) The reactants are [F:1][C:2]1[CH:38]=[C:37]([F:39])[CH:36]=[CH:35][C:3]=1[CH2:4][N:5]([CH2:26][C:27]1[CH:32]=[CH:31][C:30]([CH2:33][CH3:34])=[CH:29][CH:28]=1)[C:6](=[O:25])[CH2:7][O:8][C:9]1[CH:14]=[CH:13][C:12]([CH2:15][C@H:16]([O:22][CH2:23][CH3:24])[C:17]([O:19]CC)=[O:18])=[CH:11][CH:10]=1.[Li+].[OH-].Cl. The catalyst is C(#N)C. The product is [F:1][C:2]1[CH:38]=[C:37]([F:39])[CH:36]=[CH:35][C:3]=1[CH2:4][N:5]([CH2:26][C:27]1[CH:28]=[CH:29][C:30]([CH2:33][CH3:34])=[CH:31][CH:32]=1)[C:6](=[O:25])[CH2:7][O:8][C:9]1[CH:14]=[CH:13][C:12]([CH2:15][C@H:16]([O:22][CH2:23][CH3:24])[C:17]([OH:19])=[O:18])=[CH:11][CH:10]=1. The yield is 0.940. (6) The reactants are Br[CH2:2][C:3]1[CH:4]=[CH:5][C:6]([Cl:9])=[N:7][CH:8]=1.[CH3:10][C:11]1[N:16]=[C:15]([SH:17])[N:14]=[C:13]([OH:18])[CH:12]=1. No catalyst specified. The product is [Cl:9][C:6]1[N:7]=[CH:8][C:3]([CH2:2][S:17][C:15]2[N:14]=[C:13]([OH:18])[CH:12]=[C:11]([CH3:10])[N:16]=2)=[CH:4][CH:5]=1. The yield is 0.620. (7) The reactants are [CH:1]([C:3]1[CH:4]=[C:5]([CH:13]=[C:14]([C:16]([F:19])([F:18])[F:17])[CH:15]=1)[C:6]([O:8][C:9]([CH3:12])([CH3:11])[CH3:10])=[O:7])=O.C1(C)C=CC(S([CH2:29][N+:30]#[C-:31])(=O)=O)=CC=1.[C-]#N.[Na+].O1CC[N:38]=[CH:37]1.CO. The catalyst is C(O)C.CN. The product is [CH3:29][N:30]1[CH:31]=[C:1]([C:3]2[CH:4]=[C:5]([CH:13]=[C:14]([C:16]([F:19])([F:18])[F:17])[CH:15]=2)[C:6]([O:8][C:9]([CH3:12])([CH3:11])[CH3:10])=[O:7])[N:38]=[CH:37]1. The yield is 0.0550. (8) The catalyst is CO. The reactants are [CH2:1]([O:8][C:9]1[C:14]([O:15][CH3:16])=[CH:13][C:12]([C:17]([N:19]2[CH2:24][CH2:23][N:22]([C:25]3[N:30]=[CH:29][CH:28]=[CH:27][N:26]=3)[CH2:21][CH2:20]2)=[O:18])=[C:11]([N+:31]([O-])=O)[CH:10]=1)[C:2]1[CH:7]=[CH:6][CH:5]=[CH:4][CH:3]=1.O.O.Cl[Sn]Cl. The yield is 0.900. The product is [NH2:31][C:11]1[CH:10]=[C:9]([O:8][CH2:1][C:2]2[CH:7]=[CH:6][CH:5]=[CH:4][CH:3]=2)[C:14]([O:15][CH3:16])=[CH:13][C:12]=1[C:17]([N:19]1[CH2:20][CH2:21][N:22]([C:25]2[N:26]=[CH:27][CH:28]=[CH:29][N:30]=2)[CH2:23][CH2:24]1)=[O:18].